From a dataset of Reaction yield outcomes from USPTO patents with 853,638 reactions. Predict the reaction yield, written as a fraction of the theoretical maximum amount of product (1.0 means a 100% yield; for example, 0.34 means a 34% yield). (1) The reactants are [C:1]([O:5][C:6]([N:8]1[C:16]2[C:11](=[CH:12][C:13]([CH2:17]Cl)=[CH:14][CH:15]=2)[CH:10]=[CH:9]1)=[O:7])([CH3:4])([CH3:3])[CH3:2].[CH:19]1([OH:25])[CH2:24][CH2:23][CH2:22][CH2:21][CH2:20]1. The catalyst is C(OCC)C. The product is [C:6]([N:8]1[C:16]2[C:11](=[CH:12][C:13]([CH2:17][O:25][CH:19]3[CH2:24][CH2:23][CH2:22][CH2:21][CH2:20]3)=[CH:14][CH:15]=2)[CH:10]=[CH:9]1)([O:5][C:1]([CH3:4])([CH3:3])[CH3:2])=[O:7]. The yield is 0.280. (2) The reactants are O=[C:2]([C:6]1[CH:11]=[CH:10][CH:9]=[CH:8][N:7]=1)[CH2:3][C:4]#[N:5].C(N(CC)CC)C.Cl.[C:20]([NH:24][NH2:25])([CH3:23])([CH3:22])[CH3:21]. The catalyst is CCO.CCOC(C)=O. The product is [C:20]([N:24]1[C:4]([NH2:5])=[CH:3][C:2]([C:6]2[CH:11]=[CH:10][CH:9]=[CH:8][N:7]=2)=[N:25]1)([CH3:23])([CH3:22])[CH3:21]. The yield is 0.620. (3) The product is [CH3:1][N:2]([CH2:13][C:14]1[N:15]=[C:16]2[CH:21]=[CH:20][CH:19]=[CH:18][N:17]2[C:22]=1[C:23]([N:30]1[CH2:31][CH2:32][N:27]([CH3:26])[CH2:28][CH2:29]1)=[O:24])[CH:3]1[C:12]2[N:11]=[CH:10][CH:9]=[CH:8][C:7]=2[CH2:6][CH2:5][CH2:4]1. The reactants are [CH3:1][N:2]([CH2:13][C:14]1[N:15]=[C:16]2[CH:21]=[CH:20][CH:19]=[CH:18][N:17]2[C:22]=1[C:23](O)=[O:24])[CH:3]1[C:12]2[N:11]=[CH:10][CH:9]=[CH:8][C:7]=2[CH2:6][CH2:5][CH2:4]1.[CH3:26][N:27]1[CH2:32][CH2:31][NH:30][CH2:29][CH2:28]1.O.ON1C2C=CC=CC=2N=N1.Cl.CN(C)CCCN=C=NCC.FC(F)(F)C(O)=O. The yield is 0.550. The catalyst is CN(C)C=O.ClCCl. (4) The reactants are [CH2:1]([O:8][C:9](=[O:24])[NH:10][C:11]1[C:12]([CH2:22][OH:23])=[N:13][N:14]([CH:16]2[CH2:21][CH2:20][CH2:19][CH2:18][O:17]2)[CH:15]=1)[C:2]1[CH:7]=[CH:6][CH:5]=[CH:4][CH:3]=1. The catalyst is CC(C)=O.O=[Mn]=O. The product is [CH2:1]([O:8][C:9](=[O:24])[NH:10][C:11]1[C:12]([CH:22]=[O:23])=[N:13][N:14]([CH:16]2[CH2:21][CH2:20][CH2:19][CH2:18][O:17]2)[CH:15]=1)[C:2]1[CH:7]=[CH:6][CH:5]=[CH:4][CH:3]=1. The yield is 0.590. (5) The reactants are CC(OC(=O)[NH:7][C:8]([N:17]1[CH2:22][CH2:21][CH:20]([C:23]([N:25]2[CH2:29][C@@H:28]([CH:30]3[CH2:35][CH2:34][N:33]([S:36]([CH3:39])(=[O:38])=[O:37])[CH2:32][CH2:31]3)[CH2:27][C@H:26]2[C:40]2[NH:41][C:42]([C:45]3[CH:50]=[CH:49][C:48]([NH:51][C:52]([O:54][CH3:55])=[O:53])=[CH:47][CH:46]=3)=[CH:43][N:44]=2)=[O:24])[CH2:19][CH2:18]1)=[N:9]C(=O)OC(C)(C)C)(C)C.FC(F)(F)C(O)=O.[Cl:64]CCl. No catalyst specified. The product is [ClH:64].[ClH:64].[C:8]([N:17]1[CH2:18][CH2:19][CH:20]([C:23]([N:25]2[CH2:29][C@@H:28]([CH:30]3[CH2:31][CH2:32][N:33]([S:36]([CH3:39])(=[O:38])=[O:37])[CH2:34][CH2:35]3)[CH2:27][C@H:26]2[C:40]2[NH:41][C:42]([C:45]3[CH:50]=[CH:49][C:48]([NH:51][C:52](=[O:53])[O:54][CH3:55])=[CH:47][CH:46]=3)=[CH:43][N:44]=2)=[O:24])[CH2:21][CH2:22]1)(=[NH:7])[NH2:9]. The yield is 0.960. (6) The reactants are [OH2:1].[OH-].[Li+].[Cl:4][C:5]1[CH:10]=[CH:9][C:8]([CH:11]2[C:15](=[O:16])[N:14]([C:17]([O:19][C:20]([CH3:23])([CH3:22])[CH3:21])=[O:18])[C:13]([CH3:25])([CH3:24])[CH2:12]2)=[CH:7][CH:6]=1. The catalyst is C1COCC1.CO.O. The product is [C:20]([O:19][C:17]([NH:14][C:13]([CH3:25])([CH3:24])[CH2:12][CH:11]([C:8]1[CH:9]=[CH:10][C:5]([Cl:4])=[CH:6][CH:7]=1)[C:15]([OH:1])=[O:16])=[O:18])([CH3:23])([CH3:22])[CH3:21]. The yield is 0.632.